Dataset: Full USPTO retrosynthesis dataset with 1.9M reactions from patents (1976-2016). Task: Predict the reactants needed to synthesize the given product. (1) Given the product [Fe-3:3]([C:12]#[N:13])([C:8]#[N:9])([C:4]#[N:5])([C:6]#[N:7])([C:10]#[N:11])[C:14]#[N:15].[Rb+:2].[Rb+:2].[Rb+:2], predict the reactants needed to synthesize it. The reactants are: [OH-].[Rb+:2].[Fe-3:3]([C:14]#[N:15])([C:12]#[N:13])([C:10]#[N:11])([C:8]#[N:9])([C:6]#[N:7])[C:4]#[N:5].[K+].[K+].[K+].[K].[Fe-3](C#N)(C#N)(C#N)(C#N)(C#N)C#N. (2) Given the product [CH3:1][NH:2][CH2:3][C@@H:4]([C:6]1[CH:11]=[CH:10][CH:9]=[CH:8][N:7]=1)[OH:5], predict the reactants needed to synthesize it. The reactants are: [CH3:1][NH:2][CH2:3][C@H:4]([C:6]1[CH:11]=[CH:10][CH:9]=[CH:8][N:7]=1)[OH:5].C1(C)C=CC(S(N[C@@H](C2C=CC=CC=2)[C@H](C2C=CC=CC=2)N)(=O)=O)=CC=1.C(C1C=CC=CN=1)(=O)C. (3) Given the product [CH:23]([C:22]1[CH:25]=[CH:26][C:19]([O:1][CH2:2][CH2:3][CH2:4][N:5]2[CH2:10][CH2:9][N:8]([C:11]([O:13][C:14]([CH3:17])([CH3:16])[CH3:15])=[O:12])[CH2:7][CH2:6]2)=[CH:20][CH:21]=1)=[O:24], predict the reactants needed to synthesize it. The reactants are: [OH:1][CH2:2][CH2:3][CH2:4][N:5]1[CH2:10][CH2:9][N:8]([C:11]([O:13][C:14]([CH3:17])([CH3:16])[CH3:15])=[O:12])[CH2:7][CH2:6]1.O[C:19]1[CH:26]=[CH:25][C:22]([CH:23]=[O:24])=[CH:21][CH:20]=1.C1(P(C2C=CC=CC=2)C2C=CC=CC=2)C=CC=CC=1. (4) The reactants are: CS(O[CH:6]1[CH2:11][CH2:10][C:9]([F:26])([CH2:12][CH2:13][CH:14]2[C:22]3[C:17](=[CH:18][CH:19]=[CH:20][CH:21]=3)[C:16]3=[CH:23][N:24]=[CH:25][N:15]23)[CH2:8][CH2:7]1)(=O)=O.[K][S:28][C:29](=[O:31])[CH3:30]. Given the product [F:26][C:9]1([CH2:12][CH2:13][CH:14]2[C:22]3[C:17](=[CH:18][CH:19]=[CH:20][CH:21]=3)[C:16]3=[CH:23][N:24]=[CH:25][N:15]23)[CH2:8][CH2:7][CH:6]([S:28][C:29](=[O:31])[CH3:30])[CH2:11][CH2:10]1, predict the reactants needed to synthesize it.